Dataset: Full USPTO retrosynthesis dataset with 1.9M reactions from patents (1976-2016). Task: Predict the reactants needed to synthesize the given product. Given the product [NH:25]1[CH2:26][CH2:27][CH:22]([N:20]2[CH:21]=[C:17]([C:15]3[CH:16]=[C:11]([C:8]4[S:9][C:10]5[CH:2]=[CH:3][C:4]([O:43][C:44]([F:47])([F:46])[F:45])=[CH:5][C:6]=5[N:7]=4)[C:12]([NH2:28])=[N:13][CH:14]=3)[CH:18]=[N:19]2)[CH2:23][CH2:24]1, predict the reactants needed to synthesize it. The reactants are: F[C:2]1[C:10]2[S:9][C:8]([C:11]3[C:12]([NH2:28])=[N:13][CH:14]=[C:15]([C:17]4[CH:18]=[N:19][N:20]([CH:22]5[CH2:27][CH2:26][NH:25][CH2:24][CH2:23]5)[CH:21]=4)[CH:16]=3)=[N:7][C:6]=2[C:5](C(F)(F)F)=[CH:4][CH:3]=1.IC1SC2C=CC([O:43][C:44]([F:47])([F:46])[F:45])=CC=2N=1.